Dataset: Catalyst prediction with 721,799 reactions and 888 catalyst types from USPTO. Task: Predict which catalyst facilitates the given reaction. (1) Reactant: [N+:1]([C:4]1[CH:5]=[C:6]([CH:18]=[CH:19][CH:20]=1)[O:7][CH2:8][CH2:9][NH:10][C:11](=[O:17])[O:12][C:13]([CH3:16])([CH3:15])[CH3:14])([O-])=O. Product: [NH2:1][C:4]1[CH:5]=[C:6]([CH:18]=[CH:19][CH:20]=1)[O:7][CH2:8][CH2:9][NH:10][C:11](=[O:17])[O:12][C:13]([CH3:16])([CH3:15])[CH3:14]. The catalyst class is: 19. (2) Reactant: [H-].[Na+].[OH:3][C:4]1[CH:9]=[CH:8][C:7]([NH:10][C:11]([C:13]2[C:14]([C:19]3[CH:24]=[CH:23][C:22]([C:25]([F:28])([F:27])[F:26])=[CH:21][CH:20]=3)=[CH:15][CH:16]=[CH:17][CH:18]=2)=[O:12])=[CH:6][CH:5]=1.CC1C=CC(S(O[CH2:40][CH2:41][C:42]2[N:43]=[C:44]([NH:47][C:48]([O:50][C:51]([CH3:54])([CH3:53])[CH3:52])=[O:49])[S:45][CH:46]=2)(=O)=O)=CC=1. Product: [F:28][C:25]([F:26])([F:27])[C:22]1[CH:23]=[CH:24][C:19]([C:14]2[CH:15]=[CH:16][CH:17]=[CH:18][C:13]=2[C:11]([NH:10][C:7]2[CH:8]=[CH:9][C:4]([O:3][CH2:40][CH2:41][C:42]3[N:43]=[C:44]([NH:47][C:48](=[O:49])[O:50][C:51]([CH3:54])([CH3:53])[CH3:52])[S:45][CH:46]=3)=[CH:5][CH:6]=2)=[O:12])=[CH:20][CH:21]=1. The catalyst class is: 7. (3) Reactant: [F:1][C:2]([F:13])([F:12])[C:3]1[N:11]=[CH:10][CH:9]=[CH:8][C:4]=1[C:5]([OH:7])=O.[CH2:14]([O:21][C:22]1[CH:23]=[C:24]([CH:29]=[C:30]([N+:40]([O-:42])=[O:41])[C:31]=1[O:32][CH2:33][C:34]1[CH:39]=[CH:38][CH:37]=[CH:36][CH:35]=1)[C:25]([NH2:28])=[N:26]O)[C:15]1[CH:20]=[CH:19][CH:18]=[CH:17][CH:16]=1.[F-].C([N+](CCCC)(CCCC)CCCC)CCC. Product: [CH2:14]([O:21][C:22]1[CH:23]=[C:24]([C:25]2[N:26]=[C:5]([C:4]3[C:3]([C:2]([F:1])([F:13])[F:12])=[N:11][CH:10]=[CH:9][CH:8]=3)[O:7][N:28]=2)[CH:29]=[C:30]([N+:40]([O-:42])=[O:41])[C:31]=1[O:32][CH2:33][C:34]1[CH:39]=[CH:38][CH:37]=[CH:36][CH:35]=1)[C:15]1[CH:20]=[CH:19][CH:18]=[CH:17][CH:16]=1. The catalyst class is: 348. (4) Reactant: [CH2:1]([O:3][C:4]([C:6]1[CH:7]=[C:8]2[C:13](=[CH:14][CH:15]=1)[NH:12][CH:11]([C:16]1[CH:21]=[CH:20][CH:19]=[C:18]([NH2:22])[CH:17]=1)[C:10]([CH3:24])([CH3:23])[CH2:9]2)=[O:5])[CH3:2].N1C=CC=CC=1.Cl.[CH3:32][N:33]1[CH2:38][CH2:37][N:36]([C:39](Cl)=[O:40])[CH2:35][CH2:34]1. Product: [CH2:1]([O:3][C:4]([C:6]1[CH:7]=[C:8]2[C:13](=[CH:14][CH:15]=1)[NH:12][CH:11]([C:16]1[CH:21]=[CH:20][CH:19]=[C:18]([NH:22][C:39]([N:36]3[CH2:37][CH2:38][N:33]([CH3:32])[CH2:34][CH2:35]3)=[O:40])[CH:17]=1)[C:10]([CH3:23])([CH3:24])[CH2:9]2)=[O:5])[CH3:2]. The catalyst class is: 4. (5) Product: [OH:31][C@@H:30]([CH2:34][OH:33])[CH2:29][N:28]1[C:3](=[O:44])[C:4]2[C:5](=[C:6]([CH2:10][O:11][C:12]3[CH:13]=[CH:14][C:15]([C:18]4[CH:23]=[C:22]([F:24])[C:21]([F:25])=[CH:20][C:19]=4[F:26])=[CH:16][CH:17]=3)[CH:7]=[CH:8][CH:9]=2)[NH:27]1. Reactant: CO[C:3](=[O:44])[C:4]1[CH:9]=[CH:8][CH:7]=[C:6]([CH2:10][O:11][C:12]2[CH:17]=[CH:16][C:15]([C:18]3[CH:23]=[C:22]([F:24])[C:21]([F:25])=[CH:20][C:19]=3[F:26])=[CH:14][CH:13]=2)[C:5]=1[NH:27][N:28](C(OC(C)(C)C)=O)[CH2:29][C@@H:30]1[CH2:34][O:33]C(C)(C)[O:31]1.Cl. The catalyst class is: 1. (6) Reactant: [NH2:1][C:2]1[CH:3]=[N:4][CH:5]=[C:6]([Br:8])[CH:7]=1.N1C=CC=C[CH:10]=1.[C:15](Cl)(=[O:19])[CH:16]([CH3:18])[CH3:17]. Product: [Br:8][C:6]1[CH:7]=[C:2]([NH:1][C:15](=[O:19])[C:16]([CH3:10])([CH3:18])[CH3:17])[CH:3]=[N:4][CH:5]=1. The catalyst class is: 2. (7) Product: [CH3:23][S:24]([O:10][CH2:9][C@@H:8]([NH:7][C:6]([O:5][C:1]([CH3:4])([CH3:3])[CH3:2])=[O:15])[CH2:11][CH:12]([CH3:13])[CH3:14])(=[O:26])=[O:25]. The catalyst class is: 4. Reactant: [C:1]([O:5][C:6](=[O:15])[NH:7][C@@H:8]([CH2:11][CH:12]([CH3:14])[CH3:13])[CH2:9][OH:10])([CH3:4])([CH3:3])[CH3:2].C(N(CC)CC)C.[CH3:23][S:24](Cl)(=[O:26])=[O:25]. (8) Reactant: [CH:1]1[CH:10]=[CH:9][CH:8]=[C:7]2[C:2]=1[C:3]1[N:14]3[O:15][CH2:16][CH2:17][CH2:18][C:13]3=[N:12][C:4]=1[CH:5]=[N+:6]2[O-].[NH4+:19].[OH-].C1(C)C=CC(S(Cl)(=O)=O)=CC=1. Product: [CH:1]1[CH:10]=[CH:9][CH:8]=[C:7]2[C:2]=1[C:3]1[N:14]3[O:15][CH2:16][CH2:17][CH2:18][C:13]3=[N:12][C:4]=1[C:5]([NH2:19])=[N:6]2. The catalyst class is: 4. (9) Reactant: [N+:1]([C:4]1[C:14]2[C:13](=[O:15])[NH:12][CH2:11][CH2:10][NH:9][C:8]=2[CH:7]=[CH:6][CH:5]=1)([O-])=O.[H][H]. Product: [NH2:1][C:4]1[C:14]2[C:13](=[O:15])[NH:12][CH2:11][CH2:10][NH:9][C:8]=2[CH:7]=[CH:6][CH:5]=1. The catalyst class is: 19. (10) Reactant: [CH3:1][C:2]1[CH:25]=[CH:24][C:23]([CH3:26])=[CH:22][C:3]=1[CH2:4][N:5]1[C:9]2[CH:10]=[CH:11][CH:12]=[CH:13][C:8]=2[N:7]=[C:6]1[S:14]([C:16]1[CH:21]=[CH:20][CH:19]=[CH:18][CH:17]=1)=[O:15].C1C=C(Cl)C=C(C(OO)=[O:35])C=1. Product: [CH3:1][C:2]1[CH:25]=[CH:24][C:23]([CH3:26])=[CH:22][C:3]=1[CH2:4][N:5]1[C:9]2[CH:10]=[CH:11][CH:12]=[CH:13][C:8]=2[N:7]=[C:6]1[S:14]([C:16]1[CH:21]=[CH:20][CH:19]=[CH:18][CH:17]=1)(=[O:35])=[O:15]. The catalyst class is: 2.